The task is: Predict the reactants needed to synthesize the given product.. This data is from Full USPTO retrosynthesis dataset with 1.9M reactions from patents (1976-2016). (1) Given the product [Cl:23][C:24]1[S:28][C:27]([CH2:21][C:20]([OH:19])=[O:34])=[CH:26][CH:25]=1, predict the reactants needed to synthesize it. The reactants are: [H-].[Na+].CN(C(P(=O)([O:19][CH2:20][CH3:21])OCC)P(=O)(OCC)OCC)C.[Cl:23][C:24]1[S:28][C:27](C=O)=[CH:26][CH:25]=1.C1C[O:34]CC1. (2) Given the product [F:1][C:2]1[CH:7]=[CH:6][C:5]([C:8]2[CH2:9][CH2:10][CH2:11][C:12]3[CH:24]=[C:23]([O:25][CH3:26])[CH:22]=[CH:21][C:13]=3[C:14]=2[CH2:15][CH2:16][CH2:17][CH2:18][CH2:19][OH:20])=[CH:4][C:3]=1[O:27][CH3:28], predict the reactants needed to synthesize it. The reactants are: [F:1][C:2]1[CH:7]=[CH:6][C:5]([C:8]2[CH2:9][CH2:10][CH2:11][C:12]3[CH:24]=[C:23]([O:25][CH3:26])[CH:22]=[CH:21][C:13]=3[C:14]=2[C:15]#[C:16][CH2:17][CH2:18][CH2:19][OH:20])=[CH:4][C:3]=1[O:27][CH3:28]. (3) Given the product [CH3:2][O:3][C:4]1[CH:5]=[C:6]([C:12]2[C:13]([CH3:25])([CH3:24])[C:14](=[O:23])[N:15]([CH:17]3[CH2:22][CH2:21][N:20]([C:31]([C:30]4[CH:34]=[CH:35][CH:36]=[CH:37][C:29]=4[O:28][C:27]([F:26])([F:38])[F:39])=[O:32])[CH2:19][CH2:18]3)[N:16]=2)[CH:7]=[CH:8][C:9]=1[O:10][CH3:11], predict the reactants needed to synthesize it. The reactants are: Cl.[CH3:2][O:3][C:4]1[CH:5]=[C:6]([C:12]2[C:13]([CH3:25])([CH3:24])[C:14](=[O:23])[N:15]([CH:17]3[CH2:22][CH2:21][NH:20][CH2:19][CH2:18]3)[N:16]=2)[CH:7]=[CH:8][C:9]=1[O:10][CH3:11].[F:26][C:27]([F:39])([F:38])[O:28][C:29]1[CH:37]=[CH:36][CH:35]=[CH:34][C:30]=1[C:31](O)=[O:32]. (4) Given the product [C:50]([O:49][C:48]([N:28]([CH2:27][CH:9]1[CH:8]([C:5]2[CH:4]=[CH:3][C:2]([F:1])=[CH:7][CH:6]=2)[CH2:13][CH2:12][N:11]([C:14]([O:16][C:17]2[CH:18]=[CH:19][C:20]([C:23]([O:25][CH3:26])=[O:24])=[CH:21][CH:22]=2)=[O:15])[CH2:10]1)[C@@H:29]([C:31]1[C:40]2[C:35](=[CH:36][CH:37]=[CH:38][CH:39]=2)[CH:34]=[CH:33][CH:32]=1)[CH3:30])=[O:54])([CH3:53])([CH3:52])[CH3:51], predict the reactants needed to synthesize it. The reactants are: [F:1][C:2]1[CH:7]=[CH:6][C:5]([CH:8]2[CH2:13][CH2:12][N:11]([C:14]([O:16][C:17]3[CH:22]=[CH:21][C:20]([C:23]([O:25][CH3:26])=[O:24])=[CH:19][CH:18]=3)=[O:15])[CH2:10][CH:9]2[CH2:27][NH:28][C@@H:29]([C:31]2[C:40]3[C:35](=[CH:36][CH:37]=[CH:38][CH:39]=3)[CH:34]=[CH:33][CH:32]=2)[CH3:30])=[CH:4][CH:3]=1.C(N(CC)CC)C.[C:48](=O)([O:54]C(C)(C)C)[O:49][C:50]([CH3:53])([CH3:52])[CH3:51]. (5) Given the product [F:21][C:17]1[CH:16]=[C:15]([C:13](=[O:14])[CH2:12][C:2]2[CH:7]=[CH:6][C:5]([C:8]([F:11])([F:10])[F:9])=[CH:4][N:3]=2)[CH:20]=[CH:19][CH:18]=1, predict the reactants needed to synthesize it. The reactants are: Cl[C:2]1[CH:7]=[CH:6][C:5]([C:8]([F:11])([F:10])[F:9])=[CH:4][N:3]=1.[CH3:12][C:13]([C:15]1[CH:20]=[CH:19][CH:18]=[C:17]([F:21])[CH:16]=1)=[O:14].[H-].[Na+]. (6) Given the product [ClH:14].[CH3:1][O:2][C:3]1[CH:4]=[C:5]2[C:9](=[CH:10][CH:11]=1)[CH2:12][NH:8][CH2:7][CH2:6]2, predict the reactants needed to synthesize it. The reactants are: [CH3:1][O:2][C:3]1[CH:4]=[C:5]([CH:9]=[CH:10][CH:11]=1)[CH2:6][CH2:7][NH2:8].[CH2:12]=O.[ClH:14]. (7) The reactants are: C[O:2][C:3]1[N:8]=[CH:7][C:6]([CH2:9][C:10]([OH:12])=[O:11])=[CH:5][CH:4]=1.ClCO[CH:16](C)[CH3:17]. Given the product [OH:2][C:3]1[N:8]=[CH:7][C:6]([CH2:9][C:10]([O:12][CH2:16][CH3:17])=[O:11])=[CH:5][CH:4]=1, predict the reactants needed to synthesize it.